The task is: Predict which catalyst facilitates the given reaction.. This data is from Catalyst prediction with 721,799 reactions and 888 catalyst types from USPTO. (1) Reactant: Cl.[F:2][C:3]1[CH:30]=[C:29]([S:31]([CH3:34])(=[O:33])=[O:32])[CH:28]=[CH:27][C:4]=1[CH2:5][O:6][C:7]1[CH:8]=[N:9][C:10]([N:13]2[CH2:18][CH2:17][N:16](C(OC(C)(C)C)=O)[CH2:15][C@H:14]2[CH3:26])=[N:11][CH:12]=1. Product: [F:2][C:3]1[CH:30]=[C:29]([S:31]([CH3:34])(=[O:33])=[O:32])[CH:28]=[CH:27][C:4]=1[CH2:5][O:6][C:7]1[CH:8]=[N:9][C:10]([N:13]2[CH2:18][CH2:17][NH:16][CH2:15][C@H:14]2[CH3:26])=[N:11][CH:12]=1. The catalyst class is: 4. (2) Reactant: [Br:1]Br.[Br:3][C:4]1[CH:9]=[CH:8][C:7]([C:10](=[O:12])[CH3:11])=[C:6]([F:13])[CH:5]=1.C(OCC)(=O)C.CCCCCC. Product: [Br:1][CH2:11][C:10]([C:7]1[CH:8]=[CH:9][C:4]([Br:3])=[CH:5][C:6]=1[F:13])=[O:12]. The catalyst class is: 699. (3) Reactant: [CH:1]12[C:13](=[O:14])[O:12][C:10](=[O:11])[CH:2]1[CH:3]1[C:8](=[O:9])[O:7][C:5](=[O:6])[CH:4]12.[CH3:15][CH2:16][N:17]([CH2:20][C:21]([NH:23][C:24]1[CH:29]=[CH:28][CH:27]=[C:26]([O:30][CH2:31][C:32]2[CH:37]=[CH:36][CH:35]=[CH:34][CH:33]=2)[CH:25]=1)=[O:22])[CH2:18][CH3:19]. Product: [CH:2]12[C:10](=[O:11])[O:12][C:13](=[O:14])[CH:1]1[CH:4]1[C:5](=[O:6])[O:7][C:8](=[O:9])[CH:3]12.[CH3:19][CH2:18][N:17]([CH2:20][C:21]([NH:23][C:24]1[CH:29]=[CH:28][CH:27]=[C:26]([O:30][CH2:31][C:32]2[CH:33]=[CH:34][CH:35]=[CH:36][CH:37]=2)[CH:25]=1)=[O:22])[CH2:16][CH3:15]. The catalyst class is: 37. (4) Reactant: Cl[C:2]([O:4][C:5]1[CH:10]=[CH:9][CH:8]=[CH:7][CH:6]=1)=[O:3].[NH2:11][CH2:12][CH2:13][CH:14]([NH:22][C:23](=[O:29])[O:24][C:25]([CH3:28])([CH3:27])[CH3:26])[C:15]1[CH:20]=[CH:19][C:18]([Cl:21])=[CH:17][CH:16]=1.C(=O)(O)[O-].[Na+]. Product: [Cl:21][C:18]1[CH:19]=[CH:20][C:15]([CH:14]([NH:22][C:23](=[O:29])[O:24][C:25]([CH3:27])([CH3:26])[CH3:28])[CH2:13][CH2:12][NH:11][C:2]([O:4][C:5]2[CH:10]=[CH:9][CH:8]=[CH:7][CH:6]=2)=[O:3])=[CH:16][CH:17]=1. The catalyst class is: 12.